Dataset: Reaction yield outcomes from USPTO patents with 853,638 reactions. Task: Predict the reaction yield, written as a fraction of the theoretical maximum amount of product (1.0 means a 100% yield; for example, 0.34 means a 34% yield). The reactants are Br[C:2]1[N:6]([CH2:7][CH2:8][C:9]2[CH:14]=[CH:13][CH:12]=[CH:11][C:10]=2[Cl:15])[CH:5]=[N:4][C:3]=1[C:16]1[CH:21]=[C:20]([C:22]#[N:23])[CH:19]=[CH:18][N:17]=1.[F:24][C:25]1[CH:30]=[CH:29][C:28](B(O)O)=[CH:27][CH:26]=1.C([O-])([O-])=O.[Na+].[Na+]. The yield is 0.480. The catalyst is O1CCOCC1.C1C=CC(P(C2C=CC=CC=2)[C-]2C=CC=C2)=CC=1.C1C=CC(P(C2C=CC=CC=2)[C-]2C=CC=C2)=CC=1.Cl[Pd]Cl.[Fe+2]. The product is [Cl:15][C:10]1[CH:11]=[CH:12][CH:13]=[CH:14][C:9]=1[CH2:8][CH2:7][N:6]1[C:2]([C:28]2[CH:29]=[CH:30][C:25]([F:24])=[CH:26][CH:27]=2)=[C:3]([C:16]2[CH:21]=[C:20]([C:22]#[N:23])[CH:19]=[CH:18][N:17]=2)[N:4]=[CH:5]1.